From a dataset of Forward reaction prediction with 1.9M reactions from USPTO patents (1976-2016). Predict the product of the given reaction. (1) Given the reactants [Cl:1][C:2]1[N:10]=[C:9]2[C:5]([N:6]=[CH:7][N:8]2[CH:11]2[CH2:16][CH2:15][CH2:14][CH2:13][O:12]2)=[C:4]([N:17]2[CH2:22][CH2:21][O:20][CH2:19][CH2:18]2)[N:3]=1.CN(C)CCN(C)C.C([Li])CCC.CCCCCC.[Br:42][CH2:43][CH2:44][CH2:45][CH2:46]Br, predict the reaction product. The product is: [Br:42][CH2:43][CH2:44][CH2:45][CH2:46][C:7]1[N:8]([CH:11]2[CH2:16][CH2:15][CH2:14][CH2:13][O:12]2)[C:9]2[C:5]([N:6]=1)=[C:4]([N:17]1[CH2:22][CH2:21][O:20][CH2:19][CH2:18]1)[N:3]=[C:2]([Cl:1])[N:10]=2. (2) Given the reactants [C:1]([O:5][C:6](=[O:15])[NH:7][C:8]1[CH:13]=[C:12]([Br:14])[CH:11]=[CH:10][N:9]=1)([CH3:4])([CH3:3])[CH3:2].[H-].[Na+].I[CH3:19], predict the reaction product. The product is: [C:1]([O:5][C:6](=[O:15])[N:7]([C:8]1[CH:13]=[C:12]([Br:14])[CH:11]=[CH:10][N:9]=1)[CH3:19])([CH3:4])([CH3:2])[CH3:3].